The task is: Predict the reactants needed to synthesize the given product.. This data is from Retrosynthesis with 50K atom-mapped reactions and 10 reaction types from USPTO. (1) Given the product CCOC(=O)CCCCCN1CCN(c2ccccc2C#N)CC1, predict the reactants needed to synthesize it. The reactants are: CCOC(=O)CCCCCBr.N#Cc1ccccc1N1CCNCC1. (2) Given the product NNC(=O)c1ccccc1, predict the reactants needed to synthesize it. The reactants are: CCOC(=O)c1ccccc1.NN. (3) Given the product NCCCCNc1nc(Cl)nc2[nH]ccc12, predict the reactants needed to synthesize it. The reactants are: Clc1nc(Cl)c2cc[nH]c2n1.NCCCCN.